Dataset: Reaction yield outcomes from USPTO patents with 853,638 reactions. Task: Predict the reaction yield, written as a fraction of the theoretical maximum amount of product (1.0 means a 100% yield; for example, 0.34 means a 34% yield). (1) The reactants are C([Li])CCC.CCCCCC.Br[C:13]1[C:14]([O:23][CH3:24])=[N:15][CH:16]=[N:17][C:18]=1[C:19]([F:22])([F:21])[F:20].[CH:25](OCC)=[O:26]. The catalyst is O1CCCC1.O. The product is [CH3:24][O:23][C:14]1[C:13]([CH:25]=[O:26])=[C:18]([C:19]([F:22])([F:21])[F:20])[N:17]=[CH:16][N:15]=1. The yield is 0.158. (2) The reactants are Cl[C:2]1[N:3]=[C:4]([N:22]2[CH2:27][CH2:26][O:25][CH2:24][CH2:23]2)[C:5]2[N:10]=[C:9]([CH2:11][N:12]3[CH2:17][CH2:16][CH:15]([C:18]([OH:21])([CH3:20])[CH3:19])[CH2:14][CH2:13]3)[S:8][C:6]=2[N:7]=1.[CH3:28][C:29]1[O:30][C:31]2[CH:46]=[CH:45][CH:44]=[CH:43][C:32]=2[C:33]=1B1OC(C)(C)C(C)(C)O1.C([O-])([O-])=O.[Cs+].[Cs+]. The catalyst is O1CCOCC1.O.[Pd].C1(P(C2C=CC=CC=2)C2C=CC=CC=2)C=CC=CC=1.C1(P(C2C=CC=CC=2)C2C=CC=CC=2)C=CC=CC=1.C1(P(C2C=CC=CC=2)C2C=CC=CC=2)C=CC=CC=1.C1(P(C2C=CC=CC=2)C2C=CC=CC=2)C=CC=CC=1. The product is [CH3:28][C:29]1[O:30][C:31]2[CH:46]=[CH:45][CH:44]=[CH:43][C:32]=2[C:33]=1[C:2]1[N:3]=[C:4]([N:22]2[CH2:27][CH2:26][O:25][CH2:24][CH2:23]2)[C:5]2[N:10]=[C:9]([CH2:11][N:12]3[CH2:17][CH2:16][CH:15]([C:18]([OH:21])([CH3:20])[CH3:19])[CH2:14][CH2:13]3)[S:8][C:6]=2[N:7]=1. The yield is 0.480. (3) The reactants are [CH2:1]([N:8]([CH:18]1[CH2:22][CH2:21][CH2:20][CH2:19]1)[CH2:9][C:10](O)([CH3:16])[C:11]([O:13][CH2:14][CH3:15])=[O:12])[C:2]1[CH:7]=[CH:6][CH:5]=[CH:4][CH:3]=1.CCN(S(F)(F)[F:29])CC. The catalyst is ClCCl. The product is [CH2:1]([N:8]([CH:18]1[CH2:22][CH2:21][CH2:20][CH2:19]1)[CH2:9][C:10]([F:29])([CH3:16])[C:11]([O:13][CH2:14][CH3:15])=[O:12])[C:2]1[CH:7]=[CH:6][CH:5]=[CH:4][CH:3]=1. The yield is 0.830. (4) The reactants are [CH2:1]([O:8][C:9]([N:11]([CH3:17])[C@@H:12]([CH3:16])[C:13]([OH:15])=O)=[O:10])[C:2]1[CH:7]=[CH:6][CH:5]=[CH:4][CH:3]=1.[NH2:18][C:19]1[C:20](=[O:26])[NH:21][C:22]([Br:25])=[CH:23][CH:24]=1.C(N(CC)CC)C. The catalyst is C(Cl)Cl. The product is [CH2:1]([O:8][C:9](=[O:10])[N:11]([C@H:12]([C:13](=[O:15])[NH:18][C:19]1[C:20](=[O:26])[NH:21][C:22]([Br:25])=[CH:23][CH:24]=1)[CH3:16])[CH3:17])[C:2]1[CH:3]=[CH:4][CH:5]=[CH:6][CH:7]=1. The yield is 0.790. (5) The reactants are [CH2:1]([O:3][CH:4]([O:19][CH2:20][CH3:21])[C@@H:5]([NH:7][CH2:8][C:9]1[CH:10]=[CH:11][CH:12]=[C:13]2[C:18]=1[N:17]=[CH:16][CH:15]=[CH:14]2)[CH3:6])[CH3:2].[CH:22]1[C:34]2[CH:33]([CH2:35][O:36][C:37]([NH:39][C@@H:40]([CH2:44][C:45]3[CH:50]=[CH:49][C:48]([O:51][C:52]([CH3:55])([CH3:54])[CH3:53])=[CH:47][CH:46]=3)[C:41](O)=[O:42])=[O:38])[C:32]3[C:27](=[CH:28][CH:29]=[CH:30][CH:31]=3)[C:26]=2[CH:25]=[CH:24][CH:23]=1. No catalyst specified. The product is [C:52]([O:51][C:48]1[CH:47]=[CH:46][C:45]([CH2:44][C@H:40]([NH:39][C:37](=[O:38])[O:36][CH2:35][CH:33]2[C:34]3[CH:22]=[CH:23][CH:24]=[CH:25][C:26]=3[C:27]3[C:32]2=[CH:31][CH:30]=[CH:29][CH:28]=3)[C:41]([N:7]([C@@H:5]([CH3:6])[CH:4]([O:19][CH2:20][CH3:21])[O:3][CH2:1][CH3:2])[CH2:8][C:9]2[CH:10]=[CH:11][CH:12]=[C:13]3[C:18]=2[N:17]=[CH:16][CH:15]=[CH:14]3)=[O:42])=[CH:50][CH:49]=1)([CH3:55])([CH3:53])[CH3:54]. The yield is 0.680. (6) The reactants are [Cl:1][C:2]1[C:3]([F:34])=[C:4]([CH:31]=[CH:32][CH:33]=1)[CH2:5][C:6]1[C:7]([F:30])=[N:8][C:9](F)=[C:10]([CH:28]=1)[C:11]([C:13](=[CH:19][NH:20][C@@H:21]([C:24]([CH3:27])([CH3:26])[CH3:25])[CH2:22][OH:23])[C:14]([O:16][CH2:17][CH3:18])=[O:15])=[O:12].C(=O)([O-])[O-].[K+].[K+]. The catalyst is CN(C=O)C. The product is [CH2:17]([O:16][C:14]([C:13]1[C:11](=[O:12])[C:10]2[C:9](=[N:8][C:7]([F:30])=[C:6]([CH2:5][C:4]3[CH:31]=[CH:32][CH:33]=[C:2]([Cl:1])[C:3]=3[F:34])[CH:28]=2)[N:20]([C@H:21]([CH2:22][OH:23])[C:24]([CH3:25])([CH3:26])[CH3:27])[CH:19]=1)=[O:15])[CH3:18]. The yield is 1.00. (7) The reactants are [CH3:1][C:2]1[O:6][N:5]=[C:4]([C:7]2[CH:12]=[CH:11][CH:10]=[CH:9][CH:8]=2)[C:3]=1[CH2:13][O:14][C:15]1[CH:23]=[CH:22][C:18]([C:19]([OH:21])=O)=[CH:17][N:16]=1.Cl.[CH2:25]([O:27][C:28](=[O:32])[CH:29]([CH3:31])[NH2:30])[CH3:26]. No catalyst specified. The product is [CH2:25]([O:27][C:28](=[O:32])[CH:29]([NH:30][C:19]([C:18]1[CH:17]=[N:16][C:15]([O:14][CH2:13][C:3]2[C:4]([C:7]3[CH:8]=[CH:9][CH:10]=[CH:11][CH:12]=3)=[N:5][O:6][C:2]=2[CH3:1])=[CH:23][CH:22]=1)=[O:21])[CH3:31])[CH3:26]. The yield is 0.170.